From a dataset of Full USPTO retrosynthesis dataset with 1.9M reactions from patents (1976-2016). Predict the reactants needed to synthesize the given product. The reactants are: [Si]([O:8][CH:9]1[CH2:14][CH2:13][CH:12]([O:15][C:16]2[CH:48]=[CH:47][C:19]([C:20]([N:22]3[CH2:27][CH2:26][C:25]([CH2:29][N:30]4[C:35](=[O:36])[C:34]5[CH:37]=[N:38][N:39]([C:40]6[CH:45]=[CH:44][C:43]([CH3:46])=[CH:42][CH:41]=6)[C:33]=5[N:32]=[CH:31]4)([OH:28])[CH2:24][CH2:23]3)=[O:21])=[CH:18][CH:17]=2)[CH2:11][CH2:10]1)(C(C)(C)C)(C)C.[F-].C([N+](CCCC)(CCCC)CCCC)CCC. Given the product [OH:28][C:25]1([CH2:29][N:30]2[C:35](=[O:36])[C:34]3[CH:37]=[N:38][N:39]([C:40]4[CH:45]=[CH:44][C:43]([CH3:46])=[CH:42][CH:41]=4)[C:33]=3[N:32]=[CH:31]2)[CH2:26][CH2:27][N:22]([C:20](=[O:21])[C:19]2[CH:47]=[CH:48][C:16]([O:15][CH:12]3[CH2:13][CH2:14][CH:9]([OH:8])[CH2:10][CH2:11]3)=[CH:17][CH:18]=2)[CH2:23][CH2:24]1, predict the reactants needed to synthesize it.